Dataset: Forward reaction prediction with 1.9M reactions from USPTO patents (1976-2016). Task: Predict the product of the given reaction. (1) Given the reactants [CH3:1][NH:2][C:3]1[C:11]([N+:12]([O-])=O)=[CH:10][CH:9]=[CH:8][C:4]=1[C:5]([OH:7])=[O:6].[H][H], predict the reaction product. The product is: [NH2:12][C:11]1[C:3]([NH:2][CH3:1])=[C:4]([CH:8]=[CH:9][CH:10]=1)[C:5]([OH:7])=[O:6]. (2) The product is: [Cl:30][C:31]1[CH:38]=[CH:37][CH:36]=[CH:35][C:32]=1[CH2:33][C:2]1[CH:3]=[C:4]([NH:13][C:14]2[CH:19]=[CH:18][C:17]([CH2:20][N:21]3[CH2:26][CH2:25][O:24][CH2:23][CH2:22]3)=[CH:16][C:15]=2[O:27][CH3:28])[C:5]2[C:6]([N:12]=1)=[CH:7][N:8]=[N:9][C:10]=2[OH:11]. Given the reactants Cl[C:2]1[CH:3]=[C:4]([NH:13][C:14]2[CH:19]=[CH:18][C:17]([CH2:20][N:21]3[CH2:26][CH2:25][O:24][CH2:23][CH2:22]3)=[CH:16][C:15]=2[O:27][CH3:28])[C:5]2[C:10](=[O:11])[NH:9][N:8]=[CH:7][C:6]=2[N:12]=1.[Br-].[Cl:30][C:31]1[CH:38]=[CH:37][CH:36]=[CH:35][C:32]=1[CH2:33][Zn+], predict the reaction product. (3) Given the reactants Cl.[NH:2]1[CH2:7][CH2:6][CH:5]([CH2:8][C:9]2[CH:14]=[CH:13][C:12]([OH:15])=[CH:11][CH:10]=2)[CH2:4][CH2:3]1.C(N(C(C)C)CC)(C)C.[CH3:25][S:26](Cl)(=[O:28])=[O:27].C([O-])(O)=O.[Na+], predict the reaction product. The product is: [CH3:25][S:26]([O:15][C:12]1[CH:11]=[CH:10][C:9]([CH2:8][CH:5]2[CH2:6][CH2:7][N:2]([S:26]([CH3:25])(=[O:28])=[O:27])[CH2:3][CH2:4]2)=[CH:14][CH:13]=1)(=[O:28])=[O:27]. (4) Given the reactants [C:1]([O:5][C:6]([N:8]1[CH2:12][CH2:11][CH2:10][C@H:9]1[CH:13]=O)=[O:7])([CH3:4])([CH3:3])[CH3:2].[NH2:15][C:16]1[CH:22]=[C:21]([Cl:23])[CH:20]=[CH:19][C:17]=1[NH2:18], predict the reaction product. The product is: [C:1]([O:5][CH:6]([N:8]1[CH2:12][CH2:11][CH2:10][C@H:9]1[C:13]1[NH:18][C:17]2[CH:19]=[CH:20][C:21]([Cl:23])=[CH:22][C:16]=2[N:15]=1)[OH:7])([CH3:4])([CH3:3])[CH3:2]. (5) Given the reactants CC([O-])(C)C.[K+].[F:7][C:8]([F:18])([F:17])[O:9][C:10]1[CH:15]=[CH:14][C:13]([OH:16])=[CH:12][CH:11]=1.Cl.Cl[C:21]1[CH:26]=[CH:25][N:24]=[CH:23][CH:22]=1.Cl, predict the reaction product. The product is: [F:7][C:8]([F:17])([F:18])[O:9][C:10]1[CH:11]=[CH:12][C:13]([O:16][C:21]2[CH:26]=[CH:25][N:24]=[CH:23][CH:22]=2)=[CH:14][CH:15]=1. (6) The product is: [CH3:3][C:2]([OH:41])([C:4]1[CH:5]=[CH:6][CH:7]=[CH:8][C:9]=1[CH2:10][CH2:11][C@@H:12]([S:32][CH2:33][C:34]1([CH2:37][C:38]([OH:40])=[O:39])[CH2:35][CH2:36]1)[C:13]1[CH:14]=[CH:15][CH:16]=[C:17](/[CH:19]=[CH:20]/[C:21]2[CH:22]=[CH:23][C:24]3[CH:25]=[CH:26][C:27]([Cl:31])=[CH:28][C:29]=3[N:30]=2)[CH:18]=1)[CH3:1]. Given the reactants [CH3:1][C:2]([OH:41])([C:4]1[CH:5]=[CH:6][CH:7]=[CH:8][C:9]=1[CH2:10][CH2:11][C@@H:12]([S:32][CH2:33][C:34]1([CH2:37][C:38]([OH:40])=[O:39])[CH2:36][CH2:35]1)[C:13]1[CH:14]=[CH:15][CH:16]=[C:17](/[CH:19]=[CH:20]/[C:21]2[CH:22]=[CH:23][C:24]3[CH:25]=[CH:26][C:27]([Cl:31])=[CH:28][C:29]=3[N:30]=2)[CH:18]=1)[CH3:3].C1(N)CCCCC1.C(O)(=O)C, predict the reaction product.